Dataset: Forward reaction prediction with 1.9M reactions from USPTO patents (1976-2016). Task: Predict the product of the given reaction. (1) Given the reactants [C:1]1([O:7][CH3:8])[CH:6]=[CH:5][CH:4]=[CH:3][CH:2]=1.[C:9](Cl)(=[O:14])[CH2:10][CH:11]([CH3:13])[CH3:12], predict the reaction product. The product is: [CH3:8][O:7][C:1]1[CH:6]=[CH:5][C:4]([C:9](=[O:14])[CH2:10][CH:11]([CH3:13])[CH3:12])=[CH:3][CH:2]=1. (2) Given the reactants [CH2:1]([C:3]1[CH:12]=[CH:11][C:10]2[C:9](=[O:13])[N:8]([CH3:14])[C:7]([NH:15][C:16]3[CH:21]=[CH:20][C:19]([I:22])=[CH:18][C:17]=3[F:23])=[C:6]([C:24]([NH:26][O:27][CH2:28][CH2:29][O:30][Si](C(C)(C)C)(C)C)=[O:25])[C:5]=2[N:4]=1)[CH3:2].CCCC[N+](CCCC)(CCCC)CCCC.[F-], predict the reaction product. The product is: [CH2:1]([C:3]1[CH:12]=[CH:11][C:10]2[C:9](=[O:13])[N:8]([CH3:14])[C:7]([NH:15][C:16]3[CH:21]=[CH:20][C:19]([I:22])=[CH:18][C:17]=3[F:23])=[C:6]([C:24]([NH:26][O:27][CH2:28][CH2:29][OH:30])=[O:25])[C:5]=2[N:4]=1)[CH3:2]. (3) Given the reactants Br[C:2]1[CH:3]=[N:4][CH:5]=[C:6]([F:11])[C:7]=1[CH:8]1[CH2:10][CH2:9]1.C(=O)([O-])[O-].[Na+].[Na+].[F:18][C:19]1[CH:20]=[C:21](B(O)O)[CH:22]=[C:23]2[C:28]=1[N:27]1[C:29]([CH3:32])=[N:30][N:31]=[C:26]1[CH2:25][CH2:24]2, predict the reaction product. The product is: [CH:8]1([C:7]2[C:6]([F:11])=[CH:5][N:4]=[CH:3][C:2]=2[C:21]2[CH:22]=[C:23]3[C:28](=[C:19]([F:18])[CH:20]=2)[N:27]2[C:29]([CH3:32])=[N:30][N:31]=[C:26]2[CH2:25][CH2:24]3)[CH2:10][CH2:9]1. (4) Given the reactants [CH2:1]([O:3][C:4]1[N:5]=[C:6]([C:14]2[CH:19]=[CH:18][N:17]=[C:16]([NH:20][C:21](=[O:23])[CH3:22])[CH:15]=2)[S:7][C:8]=1[C:9]1[NH:13][CH:12]=[N:11][N:10]=1)[CH3:2].O.C1(C)C=CC(S(O)(=O)=O)=CC=1.[O:36]1[CH:41]=[CH:40][CH2:39][CH2:38][CH2:37]1, predict the reaction product. The product is: [CH2:1]([O:3][C:4]1[N:5]=[C:6]([C:14]2[CH:19]=[CH:18][N:17]=[C:16]([NH:20][C:21](=[O:23])[CH3:22])[CH:15]=2)[S:7][C:8]=1[C:9]1[N:13]=[CH:12][N:11]([CH:37]2[CH2:38][CH2:39][CH2:40][CH2:41][O:36]2)[N:10]=1)[CH3:2]. (5) Given the reactants C(OC([NH:8][CH2:9][C:10]#[C:11][C:12]1[CH:20]=[C:19]2[C:15]([C:16]([C:34]3[CH:43]=[CH:42][C:37]([C:38]([O:40][CH3:41])=[O:39])=[CH:36][C:35]=3[F:44])=[N:17][N:18]2[C:21](=[O:33])[C:22]2[C:27]([C:28]([F:31])([F:30])[F:29])=[CH:26][CH:25]=[CH:24][C:23]=2[Cl:32])=[CH:14][CH:13]=1)=O)(C)(C)C.C(O)(C(F)(F)F)=O, predict the reaction product. The product is: [NH2:8][CH2:9][C:10]#[C:11][C:12]1[CH:20]=[C:19]2[C:15]([C:16]([C:34]3[CH:43]=[CH:42][C:37]([C:38]([O:40][CH3:41])=[O:39])=[CH:36][C:35]=3[F:44])=[N:17][N:18]2[C:21](=[O:33])[C:22]2[C:27]([C:28]([F:30])([F:31])[F:29])=[CH:26][CH:25]=[CH:24][C:23]=2[Cl:32])=[CH:14][CH:13]=1.